From a dataset of Catalyst prediction with 721,799 reactions and 888 catalyst types from USPTO. Predict which catalyst facilitates the given reaction. (1) Reactant: [NH2:1][C:2]1[CH:11]=[CH:10][C:9](Br)=[CH:8][C:3]=1[C:4]([NH:6][CH3:7])=[O:5].[B:13]1([B:13]2[O:17][C:16]([CH3:19])([CH3:18])[C:15]([CH3:21])([CH3:20])[O:14]2)[O:17][C:16]([CH3:19])([CH3:18])[C:15]([CH3:21])([CH3:20])[O:14]1.[C:31](O[K])(C)=O.ClCCl. Product: [NH2:1][C:2]1[CH:11]=[CH:10][C:9]([B:13]2[O:17][C:16]([CH3:19])([CH3:18])[C:15]([CH3:21])([CH3:20])[O:14]2)=[CH:8][C:3]=1[C:4]([N:6]([CH3:31])[CH3:7])=[O:5]. The catalyst class is: 151. (2) Reactant: [Cl:1][C:2]1[C:3]([C:9]2[CH:14]=[CH:13][CH:12]=[C:11]([NH:15][CH2:16][C:17]3([C:23]#[N:24])[CH2:22][CH2:21][O:20][CH2:19][CH2:18]3)[N:10]=2)=[CH:4][C:5](F)=[N:6][CH:7]=1.[OH-].[NH4+:26]. Product: [NH2:26][C:5]1[CH:4]=[C:3]([C:9]2[CH:14]=[CH:13][CH:12]=[C:11]([NH:15][CH2:16][C:17]3([C:23]#[N:24])[CH2:22][CH2:21][O:20][CH2:19][CH2:18]3)[N:10]=2)[C:2]([Cl:1])=[CH:7][N:6]=1. The catalyst class is: 197.